Dataset: Catalyst prediction with 721,799 reactions and 888 catalyst types from USPTO. Task: Predict which catalyst facilitates the given reaction. (1) Reactant: [CH2:1]1[CH2:14][O:13][C:8]23[O:9][CH2:10][CH2:11][O:12][C:3]2([C@:4]2([CH2:27][CH2:26][C@H:25]4[C@@H:15]([C:16](=[O:28])[CH:17]=[C:18]5[C@:23]4([CH3:24])[CH2:22][CH2:21][CH2:20][CH2:19]5)[C@@H:6]2[CH2:7]3)[CH3:5])[O:2]1.C(O[C@H]1CC[C@@]2(C)C(CC(=O)[C@@H]3[C@@H]2CC[C@@]2(C)[C@H]3CCC2=O)C1)(=O)C. Product: [CH2:11]1[CH2:10][O:9][C:8]23[O:13][CH2:14][CH2:1][O:2][C:3]2([C@:4]2([CH2:27][CH2:26][C@H:25]4[C@@H:15]([C:16](=[O:28])[CH2:17][CH:18]5[C@:23]4([CH3:24])[CH2:22][CH2:21][CH2:20][CH2:19]5)[C@@H:6]2[CH2:7]3)[CH3:5])[O:12]1. The catalyst class is: 25. (2) Reactant: FC(F)(F)C(O)=O.[NH2:8][C:9]1[N:14]=[C:13]([O:15][CH2:16][CH2:17][N:18](C)[C:19](=O)OC(C)(C)C)[CH:12]=[C:11]([NH:27][C:28](=[O:36])[C:29]2[CH:34]=[CH:33][CH:32]=[C:31]([Cl:35])[CH:30]=2)[N:10]=1. Product: [NH2:8][C:9]1[N:10]=[C:11]([NH:27][C:28](=[O:36])[C:29]2[CH:34]=[CH:33][CH:32]=[C:31]([Cl:35])[CH:30]=2)[CH:12]=[C:13]([O:15][CH2:16][CH2:17][NH:18][CH3:19])[N:14]=1. The catalyst class is: 4. (3) Reactant: [CH2:1]([O:3][P:4]([CH2:9][OH:10])(=[O:8])[O:5][CH2:6][CH3:7])[CH3:2].C(N(CC)CC)C.[Cl:18][C:19]1[CH:24]=[CH:23][C:22]([S:25](Cl)(=[O:27])=[O:26])=[CH:21][CH:20]=1. Product: [Cl:18][C:19]1[CH:24]=[CH:23][C:22]([S:25]([O:10][CH2:9][P:4]([O:5][CH2:6][CH3:7])([O:3][CH2:1][CH3:2])=[O:8])(=[O:27])=[O:26])=[CH:21][CH:20]=1. The catalyst class is: 28. (4) Reactant: Cl[CH2:2][C:3]([NH:5][C:6]1[CH:11]=[C:10]([N+:12]([O-:14])=[O:13])[CH:9]=[CH:8][C:7]=1[O:15][C:16]([F:19])([F:18])[F:17])=[O:4].[NH:20]1[CH2:25][CH2:24][O:23][CH2:22][CH2:21]1.C(N(CC)CC)C.[I-].[K+]. Product: [N:20]1([CH2:2][C:3]([NH:5][C:6]2[CH:11]=[C:10]([N+:12]([O-:14])=[O:13])[CH:9]=[CH:8][C:7]=2[O:15][C:16]([F:19])([F:18])[F:17])=[O:4])[CH2:25][CH2:24][O:23][CH2:22][CH2:21]1. The catalyst class is: 3. (5) Reactant: C(N(CC)CC)C.[C:8](OC(=O)C)(=[O:10])[CH3:9].[C:15]([O:19][C:20]([N:22]1[CH:27]([C@@H:28]([OH:40])[C@@H:29]([NH2:39])[CH2:30][C:31]2[CH:36]=[C:35]([F:37])[CH:34]=[C:33]([F:38])[CH:32]=2)[CH2:26][O:25][CH:24]([O:41][CH2:42][CH3:43])[CH2:23]1)=[O:21])([CH3:18])([CH3:17])[CH3:16]. Product: [C:15]([O:19][C:20]([N:22]1[C@@H:27]([C@@H:28]([OH:40])[C@@H:29]([NH:39][C:8](=[O:10])[CH3:9])[CH2:30][C:31]2[CH:32]=[C:33]([F:38])[CH:34]=[C:35]([F:37])[CH:36]=2)[CH2:26][O:25][C@H:24]([O:41][CH2:42][CH3:43])[CH2:23]1)=[O:21])([CH3:17])([CH3:18])[CH3:16]. The catalyst class is: 54. (6) Reactant: [NH2:1][C:2]1[CH:10]=[C:9]([I:11])[CH:8]=[CH:7][C:3]=1[C:4](O)=[O:5].CC[N:14]=C=NCCCN(C)C.ON1C2C=CC=CC=2N=N1.CCN(C(C)C)C(C)C.N. Product: [NH2:1][C:2]1[CH:10]=[C:9]([I:11])[CH:8]=[CH:7][C:3]=1[C:4]([NH2:14])=[O:5]. The catalyst class is: 18.